From a dataset of Full USPTO retrosynthesis dataset with 1.9M reactions from patents (1976-2016). Predict the reactants needed to synthesize the given product. (1) Given the product [OH:19][CH2:18][C:15]1[CH:16]=[CH:17][C:12]([C:8]2[C:7]([C:20]3[CH:25]=[CH:24][CH:23]=[CH:22][CH:21]=3)=[CH:6][C:5]3[CH:4]=[CH:3][NH:2][C:11](=[O:26])[C:10]=3[N:9]=2)=[CH:13][CH:14]=1, predict the reactants needed to synthesize it. The reactants are: [O-][N+:2]1[CH:11]=[C:10]2[C:5]([CH:6]=[C:7]([C:20]3[CH:25]=[CH:24][CH:23]=[CH:22][CH:21]=3)[C:8]([C:12]3[CH:17]=[CH:16][C:15]([CH2:18][OH:19])=[CH:14][CH:13]=3)=[N:9]2)=[CH:4][CH:3]=1.[OH2:26].[OH-].[Na+]. (2) Given the product [NH2:25][C:24]1[CH:23]=[CH:22][C:28]([CH3:29])=[C:27]([C:9]2[CH:10]=[C:11]3[C:16](=[CH:17][CH:18]=2)[N:15]=[C:14]([NH2:19])[N:13]=[CH:12]3)[CH:26]=1, predict the reactants needed to synthesize it. The reactants are: CC1(C)C(C)(C)OB([C:9]2[CH:10]=[C:11]3[C:16](=[CH:17][CH:18]=2)[N:15]=[C:14]([NH2:19])[N:13]=[CH:12]3)O1.I[C:22]1[CH:23]=[C:24]([CH:26]=[CH:27][C:28]=1[CH3:29])[NH2:25].C(=O)([O-])[O-].[K+].[K+].CN(C)C=O. (3) Given the product [CH:25]1([C:2]2[CH:3]=[N:4][C:5]([NH:8][C@H:9]3[CH2:12][C@H:11]([N:13]4[C:17]5=[N:18][CH:19]=[CH:20][CH:21]=[C:16]5[C:15]([CH3:23])([CH3:22])[C:14]4=[O:24])[CH2:10]3)=[N:6][CH:7]=2)[CH2:27][CH2:26]1, predict the reactants needed to synthesize it. The reactants are: Br[C:2]1[CH:3]=[N:4][C:5]([NH:8][C@H:9]2[CH2:12][C@H:11]([N:13]3[C:17]4=[N:18][CH:19]=[CH:20][CH:21]=[C:16]4[C:15]([CH3:23])([CH3:22])[C:14]3=[O:24])[CH2:10]2)=[N:6][CH:7]=1.[CH:25]1(B(O)O)[CH2:27][CH2:26]1.C(=O)([O-])[O-].[Na+].[Na+]. (4) Given the product [C:1]([O:5][C:6](=[O:14])[NH:7][C:8]1([C:11]2[NH:12][CH:22]=[C:23]([C:24]([F:27])([F:26])[F:25])[N:13]=2)[CH2:10][CH2:9]1)([CH3:4])([CH3:2])[CH3:3], predict the reactants needed to synthesize it. The reactants are: [C:1]([O:5][C:6](=[O:14])[NH:7][C:8]1([C:11](=[NH:13])[NH2:12])[CH2:10][CH2:9]1)([CH3:4])([CH3:3])[CH3:2].C([O-])([O-])=O.[K+].[K+].Br[CH2:22][C:23](=O)[C:24]([F:27])([F:26])[F:25]. (5) Given the product [CH3:17][O:15][C:14]([C@H:9]1[CH2:10][CH2:11][CH2:12][CH2:13][N:8]1[C:6]([O:5][C:1]([CH3:4])([CH3:2])[CH3:3])=[O:7])=[O:16], predict the reactants needed to synthesize it. The reactants are: [C:1]([O:5][C:6]([N:8]1[CH2:13][CH2:12][CH2:11][CH2:10][C@@H:9]1[C:14]([OH:16])=[O:15])=[O:7])([CH3:4])([CH3:3])[CH3:2].[C:17]([O-])([O-])=O.[K+].[K+].CI. (6) Given the product [CH2:1]([N:4]([CH2:5][CH:6]=[CH2:7])[CH2:9][CH2:10][CH2:11][CH2:12][CH2:13][CH2:14][CH2:15][CH2:16][CH2:17][CH2:18][N:4]([CH2:5][CH:26]=[CH2:27])[CH2:1][CH:2]=[CH2:3])[CH:2]=[CH2:3], predict the reactants needed to synthesize it. The reactants are: [CH2:1]([NH:4][CH2:5][CH:6]=[CH2:7])[CH:2]=[CH2:3].Br[CH2:9][CH2:10][CH2:11][CH2:12][CH2:13][CH2:14][CH2:15][CH2:16][CH2:17][CH2:18]Br.C(=O)([O-])[O-].[K+].[K+].[CH2:26](O)[CH3:27]. (7) Given the product [Br:1][C:2]1[CH:3]=[C:4]([NH2:15])[C:5]([N:6]([CH:7]2[CH2:9][CH2:8]2)[CH:10]2[CH2:11][CH2:12]2)=[CH:13][CH:14]=1, predict the reactants needed to synthesize it. The reactants are: [Br:1][C:2]1[CH:14]=[CH:13][C:5]([N:6]([CH:10]2[CH2:12][CH2:11]2)[CH:7]2[CH2:9][CH2:8]2)=[C:4]([N+:15]([O-])=O)[CH:3]=1.[Cl-].[NH4+]. (8) Given the product [CH2:49]([O:48][C:47](=[O:56])[N:46]([CH2:45][C:43]1[CH:42]=[CH:41][C:28]2[N:29]([CH2:30][CH:31]3[CH2:35][CH2:34][CH2:33][N:32]3[C:36](=[O:40])[C:37]([C:38]#[N:39])=[CH:11][C:12]([CH3:15])([CH3:14])[CH3:13])[C:25]([NH:24][C:22](=[O:23])[C:21]3[CH:20]=[CH:19][C:18]([Cl:17])=[CH:64][CH:63]=3)=[N:26][C:27]=2[CH:44]=1)[C@H:57]([C:59]([CH3:60])([CH3:62])[CH3:61])[CH3:58])[C:50]1[CH:55]=[CH:54][CH:53]=[CH:52][CH:51]=1, predict the reactants needed to synthesize it. The reactants are: N1CCCC1.[Si](Cl)(C)(C)C.[CH3:11][C:12]([CH:15]=O)([CH3:14])[CH3:13].[Cl:17][C:18]1[CH:64]=[CH:63][C:21]([C:22]([NH:24][C:25]2[N:29]([CH2:30][CH:31]3[CH2:35][CH2:34][CH2:33][N:32]3[C:36](=[O:40])[CH2:37][C:38]#[N:39])[C:28]3[CH:41]=[CH:42][C:43]([CH2:45][N:46]([C@H:57]([C:59]([CH3:62])([CH3:61])[CH3:60])[CH3:58])[C:47](=[O:56])[O:48][CH2:49][C:50]4[CH:55]=[CH:54][CH:53]=[CH:52][CH:51]=4)=[CH:44][C:27]=3[N:26]=2)=[O:23])=[CH:20][CH:19]=1.